From a dataset of Forward reaction prediction with 1.9M reactions from USPTO patents (1976-2016). Predict the product of the given reaction. (1) Given the reactants [F:1][C:2]1[CH:7]=[CH:6][CH:5]=[CH:4][C:3]=1[C:8]([F:10])=[CH2:9].F[C:12](F)(F)[C:13]([OH:15])=[O:14].F[C:19]1C=C(F)C=C[C:20]=1C1CC1N, predict the reaction product. The product is: [CH2:19]([O:15][C:13]([CH:12]1[CH2:9][C:8]1([F:10])[C:3]1[CH:4]=[CH:5][CH:6]=[CH:7][C:2]=1[F:1])=[O:14])[CH3:20]. (2) The product is: [Br:1][C:2]1[CH:3]=[CH:4][C:5]([NH:8][C:9](=[O:21])[C:10]2[CH:15]=[C:14]([NH2:16])[CH:13]=[CH:12][C:11]=2[O:19][CH3:20])=[CH:6][CH:7]=1. Given the reactants [Br:1][C:2]1[CH:7]=[CH:6][C:5]([NH:8][C:9](=[O:21])[C:10]2[CH:15]=[C:14]([N+:16]([O-])=O)[CH:13]=[CH:12][C:11]=2[O:19][CH3:20])=[CH:4][CH:3]=1, predict the reaction product. (3) Given the reactants [O:1]1[CH:5]=[CH:4][CH:3]=[C:2]1[CH2:6][N:7]([CH2:20][C:21]1[CH:26]=[CH:25][C:24]([S:27][C:28]([CH3:37])([CH3:36])[C:29]([O:31][C:32]([CH3:35])([CH3:34])[CH3:33])=[O:30])=[CH:23][CH:22]=1)[CH2:8][C:9]#[C:10][C:11]([C:13]1[CH:18]=[CH:17][C:16]([CH3:19])=[CH:15][CH:14]=1)=O.Cl.[CH:39]([NH2:41])=[NH:40].C(=O)([O-])[O-].[K+].[K+].O, predict the reaction product. The product is: [O:1]1[CH:5]=[CH:4][CH:3]=[C:2]1[CH2:6][N:7]([CH2:20][C:21]1[CH:26]=[CH:25][C:24]([S:27][C:28]([CH3:37])([CH3:36])[C:29]([O:31][C:32]([CH3:35])([CH3:34])[CH3:33])=[O:30])=[CH:23][CH:22]=1)[CH2:8][C:9]1[CH:10]=[C:11]([C:13]2[CH:18]=[CH:17][C:16]([CH3:19])=[CH:15][CH:14]=2)[N:41]=[CH:39][N:40]=1. (4) Given the reactants [CH2:1]([O:3][C:4](=[O:24])[C:5]1[C:10]([NH:11][C:12]2[CH:17]=[CH:16][C:15]([I:18])=[CH:14][C:13]=2[F:19])=[CH:9][C:8]([NH:20][CH2:21][CH2:22]O)=[N:7][CH:6]=1)[CH3:2].C1(C)C=CC(S(Cl)(=O)=O)=CC=1, predict the reaction product. The product is: [CH2:1]([O:3][C:4]([C:5]1[C:10]([NH:11][C:12]2[CH:17]=[CH:16][C:15]([I:18])=[CH:14][C:13]=2[F:19])=[CH:9][C:8]2[N:7]([CH2:22][CH2:21][N:20]=2)[CH:6]=1)=[O:24])[CH3:2]. (5) The product is: [Br:8][C:5]1[CH:6]=[CH:7][C:2]([C:12]#[N:13])=[N:3][CH:4]=1. Given the reactants Br[C:2]1[CH:7]=[CH:6][C:5]([Br:8])=[CH:4][N:3]=1.C(Cl)Cl.[CH3:12][N:13](C=O)C, predict the reaction product. (6) Given the reactants [CH3:1][O:2][C:3]1[CH:4]=[C:5]([NH:11][C:12]2[C:13]3[N:29]=[CH:28][S:27][C:14]=3[N:15]=[C:16]([C:18]3[CH:19]=[C:20]([CH:24]=[CH:25][CH:26]=3)[C:21](O)=[O:22])[N:17]=2)[CH:6]=[CH:7][C:8]=1[O:9][CH3:10].[NH2:30][C:31]1[CH:40]=[CH:39][C:34]([C:35]([NH:37][CH3:38])=[O:36])=[CH:33][CH:32]=1.CN(C(ON1N=NC2C=CC=NC1=2)=[N+](C)C)C.F[P-](F)(F)(F)(F)F.CCN(C(C)C)C(C)C, predict the reaction product. The product is: [CH3:1][O:2][C:3]1[CH:4]=[C:5]([NH:11][C:12]2[C:13]3[N:29]=[CH:28][S:27][C:14]=3[N:15]=[C:16]([C:18]3[CH:19]=[C:20]([CH:24]=[CH:25][CH:26]=3)[C:21]([NH:30][C:31]3[CH:32]=[CH:33][C:34]([C:35](=[O:36])[NH:37][CH3:38])=[CH:39][CH:40]=3)=[O:22])[N:17]=2)[CH:6]=[CH:7][C:8]=1[O:9][CH3:10]. (7) Given the reactants [NH2:1][CH2:2][CH2:3][CH2:4][C:5]#[C:6][C:7]1[C:8]([NH:14][CH2:15][CH2:16][CH3:17])=[N:9][C:10](Cl)=[N:11][CH:12]=1.[C:18]([N:25]([CH3:31])[C@H:26]([C:28]([OH:30])=O)[CH3:27])([O:20][C:21]([CH3:24])([CH3:23])[CH3:22])=[O:19].Cl.C(N=C=NCCCN(C)C)C.O.[OH:45][N:46]1[C:50]2[CH:51]=[CH:52][CH:53]=[CH:54][C:49]=2[N:48]=[N:47]1, predict the reaction product. The product is: [N:46]1([O:45][C:10]2[N:9]=[C:8]([NH:14][CH2:15][CH2:16][CH3:17])[C:7]([C:6]#[C:5][CH2:4][CH2:3][CH2:2][NH:1][C:28](=[O:30])[C@@H:26]([N:25]([CH3:31])[C:18](=[O:19])[O:20][C:21]([CH3:22])([CH3:23])[CH3:24])[CH3:27])=[CH:12][N:11]=2)[C:50]2[CH:51]=[CH:52][CH:53]=[CH:54][C:49]=2[N:48]=[N:47]1. (8) Given the reactants C([NH:8][C:9]([NH:11][C:12]1([CH2:33][O:34][SiH3:35])[C:15]([C:22]2[CH:27]=[CH:26][CH:25]=[CH:24][CH:23]=2)([C:16]2[CH:21]=[CH:20][CH:19]=[CH:18][CH:17]=2)[CH:14]([C:28]([CH3:31])([CH3:30])[CH3:29])[CH:13]1[F:32])=[O:10])C1C=CC=CC=1, predict the reaction product. The product is: [C:28]([CH:14]1[C:15]([C:22]2[CH:23]=[CH:24][CH:25]=[CH:26][CH:27]=2)([C:16]2[CH:21]=[CH:20][CH:19]=[CH:18][CH:17]=2)[C:12]([CH2:33][O:34][SiH3:35])([NH:11][C:9](=[O:10])[NH2:8])[CH:13]1[F:32])([CH3:31])([CH3:29])[CH3:30]. (9) The product is: [CH:1](=[N:8][N:9]([CH:14]=[C:15]([C:21]#[N:22])[C:16]([O:18][CH2:19][CH3:20])=[O:17])[CH3:10])[C:2]1[CH:7]=[CH:6][CH:5]=[CH:4][CH:3]=1. Given the reactants [CH:1](=[N:8][NH:9][CH3:10])[C:2]1[CH:7]=[CH:6][CH:5]=[CH:4][CH:3]=1.C(O[CH:14]=[C:15]([C:21]#[N:22])[C:16]([O:18][CH2:19][CH3:20])=[O:17])C, predict the reaction product.